From a dataset of Drug-target binding data from BindingDB using IC50 measurements. Regression. Given a target protein amino acid sequence and a drug SMILES string, predict the binding affinity score between them. We predict pIC50 (pIC50 = -log10(IC50 in M); higher means more potent). Dataset: bindingdb_ic50. (1) The drug is CC(C)(O)c1ccccc1CC[C@@H](SCC1(CC(=O)O)CC1)c1cccc(/C=C/c2ccc3c(n2)CSC3)c1. The target protein (Q9Y271) has sequence MDETGNLTVSSATCHDTIDDFRNQVYSTLYSMISVVGFFGNGFVLYVLIKTYHKKSAFQVYMINLAVADLLCVCTLPLRVVYYVHKGIWLFGDFLCRLSTYALYVNLYCSIFFMTAMSFFRCIAIVFPVQNINLVTQKKARFVCVGIWIFVILTSSPFLMAKPQKDEKNNTKCFEPPQDNQTKNHVLVLHYVSLFVGFIIPFVIIIVCYTMIILTLLKKSMKKNLSSHKKAIGMIMVVTAAFLVSFMPYHIQRTIHLHFLHNETKPCDSVLRMQKSVVITLSLAASNCCFDPLLYFFSGGNFRKRLSTFRKHSLSSVTYVPRKKASLPEKGEEICKV. The pIC50 is 9.5. (2) The small molecule is CCCCc1oc2ccccc2c1C(=O)c1ccc(O)c(I)c1. The target protein (P04625) has sequence MEQKPSTLDPLSEPEDTRWLDGKRKRKSSQCLVKSSMSGYIPSYLDKDEQCVVCGDKATGYHYRCITCEGCKGFFRRTIQKNLHPTYSCKYDGCCVIDKITRNQCQLCRFKKCISVGMAMDLVLDDSKRVAKRKLIEENRERRRKEEMIKSLQHRPSPSAEEWELIHVVTEAHRSTNAQGSHWKQKRKFLPEDIGQSPMASMPDGDKVDLEAFSEFTKIITPAITRVVDFAKKLPMFSELPCEDQIILLKGCCMEIMSLRAAVRYDPESETLTLSGEMAVKREQLKNGGLGVVSDAIFDLGKSLSAFNLDDTEVALLQAVLLMSSDRTGLICVDKIEKCQETYLLAFEHYINYRKHNIPHFWPKLLMKVTDLRMIGACHASRFLHMKVECPTELFPPLFLEVFEDQEV. The pIC50 is 4.0. (3) The drug is O=C(CCCCC[C@H](NC(=O)c1cc2ccccc2[nH]1)C(=O)Nc1cccc2cccnc12)NO. The target protein sequence is MSNRKKVAYFHDPDIGSYYYGAGHPMKPQRIRMTHSLIVSYNLYKYMEVYRPHKSDVNELTLFHDYEYIDFLSSISLENYREFTYQLKRFNVGEATDCPVFDGLFQFQQSCAGASIDGASKLNHHCADICVNWSGGLHHAKMSEASGFCYINDIVLGILELLKYHARVMYIDIDVHHGDGVEEAFYVTHRVMTVSFHKFGDYFPGTGDITDVGVNHGKYYSVNVPLNDGMTDDAFVDLFKVVIDKCVQTYRPGAIIIQCGADSLTGDRLGRFNLTIKGHARCVEHVRSYNIPLLVLGGGGYTIRNVSRCWAYETGVVLNKHHEMPDQISLNDYYDYYAPDFQLHLQPSNIPNYNSPEHLSRIKMKIAENLRHIEHAPGVQFSYVPPDFFNSDIDDESDKNQYELKDDSGGGRAPGTRAKEHSTTHHLRRKNYDDDFFDLSDRDQSIVPY. The pIC50 is 7.1.